From a dataset of Reaction yield outcomes from USPTO patents with 853,638 reactions. Predict the reaction yield, written as a fraction of the theoretical maximum amount of product (1.0 means a 100% yield; for example, 0.34 means a 34% yield). (1) The reactants are C([O:4][C:5]1[CH:6]=[C:7]2[C:12](=[CH:13][CH:14]=1)[N:11]=[CH:10][N:9]=[C:8]2[NH:15][C:16]1[CH:21]=[CH:20][C:19]([F:22])=[C:18]([Cl:23])[CH:17]=1)(=O)C.O.[OH-].[Li+].O.C(O)(=O)C. The catalyst is CO. The product is [Cl:23][C:18]1[CH:17]=[C:16]([NH:15][C:8]2[C:7]3[C:12](=[CH:13][CH:14]=[C:5]([OH:4])[CH:6]=3)[N:11]=[CH:10][N:9]=2)[CH:21]=[CH:20][C:19]=1[F:22]. The yield is 0.880. (2) The yield is 0.244. The catalyst is O1CCCC1.O. The reactants are [CH3:1][O:2][C:3]1[C:24]2[O:23][C:10]3[C:11](=[O:22])[N:12]([C@@H:14]([CH2:18][CH:19]([CH3:21])[CH3:20])[C:15]([OH:17])=O)[CH2:13][C:9]=3[CH2:8][C:7]=2[C:6]([O:25][CH3:26])=[CH:5][CH:4]=1.CN1CCOCC1.F[P-](F)(F)(F)(F)F.N1(OC(N(C)C)=[N+](C)C)[C:45]2N=CC=[CH:49][C:44]=2N=N1.[NH2:58][C:59]1[CH:64]=[CH:63][C:62]([Cl:65])=[CH:61][N:60]=1. The product is [Cl:65][C:62]1[CH:63]=[CH:64][C:59]([NH:58][C:15](=[O:17])[C@@H:14]([N:12]2[CH2:13][C:9]3[CH2:8][C:7]4[C:6]([O:25][CH3:26])=[CH:5][CH:4]=[C:3]([O:2][CH3:1])[C:24]=4[O:23][C:10]=3[C:11]2=[O:22])[CH2:18][CH:19]2[CH2:21][CH2:49][CH2:44][CH2:45][CH2:20]2)=[N:60][CH:61]=1. (3) The reactants are [C:1]([O:5][C:6](=[O:16])[CH2:7]/[N:8]=[CH:9]/[CH2:10][C:11]([CH3:15])([CH3:14])[CH:12]=[CH2:13])([CH3:4])([CH3:3])[CH3:2].[Cl:17][C:18]1[C:19]([F:36])=[C:20](/[CH:24]=[C:25](/[C:28]2[CH:33]=[CH:32][C:31]([Cl:34])=[CH:30][C:29]=2[F:35])\[C:26]#[N:27])[CH:21]=[CH:22][CH:23]=1.C(N(CC)CC)C. The catalyst is ClCCl. The product is [C:1]([O:5][C:6]([CH:7]1[CH:24]([C:20]2[CH:21]=[CH:22][CH:23]=[C:18]([Cl:17])[C:19]=2[F:36])[C:25]([C:28]2[CH:33]=[CH:32][C:31]([Cl:34])=[CH:30][C:29]=2[F:35])([C:26]#[N:27])[CH:9]([CH2:10][C:11]([CH3:15])([CH3:14])[CH:12]=[CH2:13])[NH:8]1)=[O:16])([CH3:4])([CH3:3])[CH3:2]. The yield is 0.560. (4) The reactants are [N:1]1[CH:6]=[CH:5][CH:4]=[CH:3][C:2]=1[NH:7][C:8]1[S:9][C:10]([S:13][C:14]2[CH:19]=[CH:18][N:17]=[C:16]([C:20]([OH:22])=O)[CH:15]=2)=[CH:11][N:12]=1.[NH2:23][CH2:24][C:25]([C:33]1[CH:38]=[CH:37][CH:36]=[CH:35][CH:34]=1)([C:27]1[CH:32]=[CH:31][CH:30]=[CH:29][CH:28]=1)[OH:26].CCN=C=NCCCN(C)C.C1C=CC2N(O)N=NC=2C=1.C(N(C(C)C)CC)(C)C. The catalyst is CN1C(=O)CCC1. The product is [OH:26][C:25]([C:33]1[CH:38]=[CH:37][CH:36]=[CH:35][CH:34]=1)([C:27]1[CH:32]=[CH:31][CH:30]=[CH:29][CH:28]=1)[CH2:24][NH:23][C:20](=[O:22])[C:16]1[CH:15]=[C:14]([S:13][C:10]2[S:9][C:8]([NH:7][C:2]3[CH:3]=[CH:4][CH:5]=[CH:6][N:1]=3)=[N:12][CH:11]=2)[CH:19]=[CH:18][N:17]=1. The yield is 0.240. (5) The yield is 0.810. The product is [CH3:1][O:2][C:3]1[CH:4]=[C:5]([CH:6]=[CH:7][C:8]=1[O:9][CH3:10])[CH2:11][C:12]1[N:17]([C:18]2[CH:23]=[CH:22][C:21]([F:24])=[CH:20][CH:19]=2)[C:16]([SH:25])=[N:15][N:14]=1. The reactants are [CH3:1][O:2][C:3]1[CH:4]=[C:5]([CH2:11][C:12]([NH:14][NH:15][C:16](=[S:25])[NH:17][C:18]2[CH:23]=[CH:22][C:21]([F:24])=[CH:20][CH:19]=2)=O)[CH:6]=[CH:7][C:8]=1[O:9][CH3:10].Cl. The catalyst is [OH-].[Na+]. (6) The reactants are I[C:2]1[C:7]([C:8]([O:10][CH3:11])=[O:9])=[C:6]([CH3:12])[N:5]=[CH:4][CH:3]=1.[Br:13][C:14]1[CH:19]=[CH:18][C:17](B(O)O)=[C:16]([F:23])[C:15]=1[F:24].C([O-])([O-])=O.[Na+].[Na+]. The catalyst is O1CCOCC1.O.C1C=CC([P]([Pd]([P](C2C=CC=CC=2)(C2C=CC=CC=2)C2C=CC=CC=2)([P](C2C=CC=CC=2)(C2C=CC=CC=2)C2C=CC=CC=2)[P](C2C=CC=CC=2)(C2C=CC=CC=2)C2C=CC=CC=2)(C2C=CC=CC=2)C2C=CC=CC=2)=CC=1. The product is [Br:13][C:14]1[CH:19]=[CH:18][C:17]([C:2]2[C:7]([C:8]([O:10][CH3:11])=[O:9])=[C:6]([CH3:12])[N:5]=[CH:4][CH:3]=2)=[C:16]([F:23])[C:15]=1[F:24]. The yield is 0.440. (7) The reactants are C[Mg]Br.[CH2:4](OCC)C.[Br-].[Li+].[CH3:11][C:12]([O:15][C:16]([N:18]1[C@@H:22]2[CH2:23][C:24]([CH2:26][C@H:19]1[CH2:20][CH2:21]2)=[O:25])=[O:17])([CH3:14])[CH3:13]. The catalyst is C1COCC1. The product is [C:12]([O:15][C:16]([N:18]1[CH:19]2[CH2:20][CH2:21][CH:22]1[CH2:23][C:24]([OH:25])([CH3:4])[CH2:26]2)=[O:17])([CH3:11])([CH3:13])[CH3:14]. The yield is 0.310.